This data is from Forward reaction prediction with 1.9M reactions from USPTO patents (1976-2016). The task is: Predict the product of the given reaction. Given the reactants [CH:1]1[CH:10]=[CH:9][CH:8]=[C:7]2[C:2]=1[C:3]1[N:13]3[O:14][CH2:15][CH2:16][CH2:17][CH2:18][C:12]3=[N:11][C:4]=1[CH:5]=[N:6]2.ClC1C=C(C=CC=1)C(OO)=[O:24], predict the reaction product. The product is: [CH:1]1[CH:10]=[CH:9][CH:8]=[C:7]2[C:2]=1[C:3]1[N:13]3[O:14][CH2:15][CH2:16][CH2:17][CH2:18][C:12]3=[N:11][C:4]=1[CH:5]=[N+:6]2[O-:24].